Predict the reaction yield, written as a fraction of the theoretical maximum amount of product (1.0 means a 100% yield; for example, 0.34 means a 34% yield). From a dataset of Reaction yield outcomes from USPTO patents with 853,638 reactions. (1) The reactants are [NH2:1][C:2]1[CH:7]=[CH:6][C:5]([S:8]([NH:11][CH:12]2[CH2:15][CH2:14][CH2:13]2)(=[O:10])=[O:9])=[CH:4][CH:3]=1.[Br:16][C:17]1[CH:18]=[C:19]([CH:22]=[C:23]([F:25])[CH:24]=1)[CH:20]=O.[CH2:26]=[C:27]([CH3:29])[CH3:28].FC(F)(F)S([O-])(=O)=O.[Yb+3].FC(F)(F)S([O-])(=O)=O.FC(F)(F)S([O-])(=O)=O. The catalyst is C(#N)C.C(OCC)(=O)C. The product is [CH:12]1([NH:11][S:8]([C:5]2[CH:6]=[C:7]3[C:2](=[CH:3][CH:4]=2)[NH:1][CH:20]([C:19]2[CH:22]=[C:23]([F:25])[CH:24]=[C:17]([Br:16])[CH:18]=2)[CH2:26][C:27]3([CH3:29])[CH3:28])(=[O:10])=[O:9])[CH2:15][CH2:14][CH2:13]1. The yield is 0.420. (2) The product is [F:1][C:2]1[C:20]([C:30]2[CH:31]=[C:32]3[C:27](=[CH:28][CH:29]=2)[N:26]=[C:25]([NH:24][CH3:23])[N:34]=[CH:33]3)=[C:19]([CH3:22])[CH:18]=[CH:17][C:3]=1[C:4]([NH:6][C:7]1[CH:12]=[CH:11][CH:10]=[C:9]([O:13][CH:14]([CH3:16])[CH3:15])[CH:8]=1)=[O:5]. The reactants are [F:1][C:2]1[C:20](I)=[C:19]([CH3:22])[CH:18]=[CH:17][C:3]=1[C:4]([NH:6][C:7]1[CH:12]=[CH:11][CH:10]=[C:9]([O:13][CH:14]([CH3:16])[CH3:15])[CH:8]=1)=[O:5].[CH3:23][NH:24][C:25]1[N:34]=[CH:33][C:32]2[C:27](=[CH:28][CH:29]=[C:30](B3OC(C)(C)C(C)(C)O3)[CH:31]=2)[N:26]=1.C(=O)([O-])[O-].[Na+].[Na+]. The catalyst is COCCOC.C1C=CC(/C=C/C(/C=C/C2C=CC=CC=2)=O)=CC=1.C1C=CC(/C=C/C(/C=C/C2C=CC=CC=2)=O)=CC=1.C1C=CC(/C=C/C(/C=C/C2C=CC=CC=2)=O)=CC=1.[Pd].[Pd]. The yield is 0.570. (3) The reactants are [N:1]([CH2:4][CH2:5][O:6][CH2:7][CH2:8][O:9][CH2:10][CH2:11][O:12][CH2:13][CH2:14][O:15][NH:16][C:17]([C:19]1[CH:28]=[C:27]([C:29]([OH:31])=[O:30])[C:26]2[C:25]3[NH:32][C:33]([C:35]([OH:37])=[O:36])=[CH:34][C:24]=3[C:23](=[O:38])[C:22](=[O:39])[C:21]=2[N:20]=1)=[O:18])=[N+]=[N-].[Li+].[OH-:41].[C:42]1([P:48]([C:89]2[CH:94]=[CH:93][CH:92]=[CH:91][CH:90]=2)[C:49]2[CH:58]=[C:57]([C:59](=[O:88])[NH:60][CH2:61][CH2:62][CH2:63][CH2:64][CH2:65][CH2:66][NH:67][C:68](=[O:87])/[CH:69]=[CH:70]/[C:71]3[C:72](=[O:86])[NH:73][C:74](=[O:85])[N:75]([C@H:77]4[CH2:81][C@H:80]([OH:82])[C@@H:79]([CH2:83][OH:84])[O:78]4)[CH:76]=3)[CH:56]=[CH:55][C:50]=2[C:51]([O:53]C)=O)[CH:47]=[CH:46][CH:45]=[CH:44][CH:43]=1. The catalyst is CC#N.O.Cl. The product is [C:42]1([P:48]([C:49]2[CH:58]=[C:57]([C:59](=[O:88])[NH:60][CH2:61][CH2:62][CH2:63][CH2:64][CH2:65][CH2:66][NH:67][C:68](=[O:87])/[CH:69]=[CH:70]/[C:71]3[C:72](=[O:86])[NH:73][C:74](=[O:85])[N:75]([C@H:77]4[CH2:81][C@H:80]([OH:82])[C@@H:79]([CH2:83][OH:84])[O:78]4)[CH:76]=3)[CH:56]=[CH:55][C:50]=2[C:51](=[O:53])[NH:1][CH2:4][CH2:5][O:6][CH2:7][CH2:8][O:9][CH2:10][CH2:11][O:12][CH2:13][CH2:14][O:15][NH:16][C:17]([C:19]2[CH:28]=[C:27]([C:29]([OH:31])=[O:30])[C:26]3[C:25]4[NH:32][C:33]([C:35]([OH:37])=[O:36])=[CH:34][C:24]=4[C:23](=[O:38])[C:22](=[O:39])[C:21]=3[N:20]=2)=[O:18])([C:89]2[CH:90]=[CH:91][CH:92]=[CH:93][CH:94]=2)=[O:41])[CH:43]=[CH:44][CH:45]=[CH:46][CH:47]=1. The yield is 0.440. (4) The reactants are [CH3:1][NH:2][CH2:3][C:4]1[CH:12]=[CH:11][CH:10]=[C:9]2[C:5]=1[CH:6]=[CH:7][N:8]2[CH3:13].Cl.[O:15]=[C:16]1[NH:25][C:24]2[N:23]=[CH:22][C:21]([CH:26]=[CH:27][C:28](O)=[O:29])=[CH:20][C:19]=2[CH2:18][CH2:17]1.C1C=CC2N(O)N=NC=2C=1.CCN(C(C)C)C(C)C.CCN=C=NCCCN(C)C.Cl. The catalyst is CN(C=O)C.O. The product is [CH3:1][N:2]([CH2:3][C:4]1[CH:12]=[CH:11][CH:10]=[C:9]2[C:5]=1[CH:6]=[CH:7][N:8]2[CH3:13])[C:28](=[O:29])/[CH:27]=[CH:26]/[C:21]1[CH:22]=[N:23][C:24]2[NH:25][C:16](=[O:15])[CH2:17][CH2:18][C:19]=2[CH:20]=1. The yield is 0.360. (5) The reactants are [NH2:1][C:2]1[CH:10]=[CH:9][C:8]([F:11])=[CH:7][C:3]=1[C:4](O)=O.C(O)(=O)[C:13]1[C:14](=[CH:16]C=CC=1)[NH2:15].[CH:22]([CH:25]1[CH2:30][C:29](=O)[CH2:28][C:27](=[O:32])[CH2:26]1)([CH3:24])[CH3:23].CC1(C)CC(=O)CC(=O)C1. The catalyst is C1(C)C=CC=CC=1. The product is [F:11][C:8]1[CH:9]=[CH:10][C:2]2[NH:1][C:13]3[C:14]([CH3:16])=[N:15][C:29]4[CH2:30][CH:25]([CH:22]([CH3:23])[CH3:24])[CH2:26][C:27](=[O:32])[C:28]=4[C:4]=3[C:3]=2[CH:7]=1. The yield is 0.580.